This data is from Catalyst prediction with 721,799 reactions and 888 catalyst types from USPTO. The task is: Predict which catalyst facilitates the given reaction. (1) Reactant: [NH:1]1[C:5]2=[N:6][CH:7]=[CH:8][CH:9]=[C:4]2[CH:3]=[C:2]1[C:10](OCC)=[O:11]. Product: [NH:1]1[C:5]2=[N:6][CH:7]=[CH:8][CH:9]=[C:4]2[CH:3]=[C:2]1[CH2:10][OH:11]. The catalyst class is: 1. (2) Reactant: [CH3:1][N:2]1[C:10]2[C:5](=[CH:6][C:7]([N+:11]([O-])=O)=[CH:8][CH:9]=2)[CH:4]=[CH:3]1.O.[Sn](Cl)Cl.[OH-].[Na+]. Product: [CH3:1][N:2]1[C:10]2[C:5](=[CH:6][C:7]([NH2:11])=[CH:8][CH:9]=2)[CH:4]=[CH:3]1. The catalyst class is: 13. (3) Reactant: [C:1]([C:3]1[CH:4]=[C:5]2[C:10](=[CH:11][C:12]=1[O:13][CH2:14][CH2:15][CH2:16][C:17]([O:19]C)=[O:18])[N:9]=[CH:8][CH:7]=[C:6]2[O:21][C:22]1[CH:27]=[CH:26][C:25]([NH:28][C:29]([NH:31][C:32]2[CH:37]=[CH:36][C:35]([O:38][CH3:39])=[CH:34][CH:33]=2)=[O:30])=[CH:24][CH:23]=1)#[N:2].[OH-].[Na+]. Product: [C:1]([C:3]1[CH:4]=[C:5]2[C:10](=[CH:11][C:12]=1[O:13][CH2:14][CH2:15][CH2:16][C:17]([OH:19])=[O:18])[N:9]=[CH:8][CH:7]=[C:6]2[O:21][C:22]1[CH:23]=[CH:24][C:25]([NH:28][C:29]([NH:31][C:32]2[CH:37]=[CH:36][C:35]([O:38][CH3:39])=[CH:34][CH:33]=2)=[O:30])=[CH:26][CH:27]=1)#[N:2]. The catalyst class is: 5. (4) Reactant: FC(F)(F)C(O)=O.[C:8]([N:11]1[C:20]2[C:15](=[CH:16][C:17]([C:21]3[CH:26]=[CH:25][C:24]([CH2:27][CH2:28][NH:29][C:30]([O:32][C:33]([CH3:36])([CH3:35])[CH3:34])=[O:31])=[CH:23][CH:22]=3)=[CH:18][CH:19]=2)[C@H:14]([NH:37][C:38](=[O:43])[O:39][CH:40]([CH3:42])[CH3:41])[CH2:13][C@@H:12]1[CH3:44])(=[O:10])[CH3:9].C1(C)C=CC=CC=1.[ClH:52]. Product: [ClH:52].[C:8]([N:11]1[C:20]2[C:15](=[CH:16][C:17]([C:21]3[CH:22]=[CH:23][C:24]([CH2:27][CH2:28][NH:29][C:30]([O:32][C:33]([CH3:34])([CH3:35])[CH3:36])=[O:31])=[CH:25][CH:26]=3)=[CH:18][CH:19]=2)[C@H:14]([NH:37][C:38](=[O:43])[O:39][CH:40]([CH3:41])[CH3:42])[CH2:13][C@@H:12]1[CH3:44])(=[O:10])[CH3:9]. The catalyst class is: 4.